Dataset: Experimentally validated miRNA-target interactions with 360,000+ pairs, plus equal number of negative samples. Task: Binary Classification. Given a miRNA mature sequence and a target amino acid sequence, predict their likelihood of interaction. (1) The miRNA is hsa-miR-5591-3p with sequence AUACCCAUAGCUUAGCUCCCA. The protein sequence of the target gene is MAALGPSSQNVTEYVVRVPKNTTKKYNIMAFNAADKVNFATWNQARLERDLSNKKIYQEEEMPESGAGSEFNRKLREEARRKKYGIVLKEFRPEDQPWLLRVNGKSGRKFKGIKKGGVTENTSYYIFTQCPDGAFEAFPVHNWYNFTPLARHRTLTAEEAEEEWERRNKVLNHFSIMQQRRLKDQDQDEDEEEKEKRGRRKASELRIHDLEDDLEMSSDASDASGEEGGRVPKAKKKAPLAKGGRKKKKKKGSDDEAFEDSDDGDFEGQEVDYMSDGSSSSQEEPESKAKAPQQEEGPKG.... Result: 0 (no interaction). (2) The miRNA is hsa-miR-7-5p with sequence UGGAAGACUAGUGAUUUUGUUGUU. The protein sequence of the target gene is MAANLSRNGPALQEAYVRVVTEKSPTDWALFTYEGNSNDIRVAGTGEGGLEEMVEELNSGKVMYAFCRVKDPNSGLPKFVLINWTGEGVNDVRKGACASHVSTMASFLKGAHVTINARAEEDVEPECIMEKVAKASGANYSFHKESGRFQDVGPQAPVGSVYQKTNAVSEIKRVGKDSFWAKAEKEEENRRLEEKRRAEEAQRQLEQERRERELREAARREQRYQEQGGEASPQRTWEQQQEVVSRNRNEQESAVHPREIFKQKERAMSTTSISSPQPGKLRSPFLQKQLTQPETHFGRE.... Result: 1 (interaction). (3) The miRNA is hsa-miR-6844 with sequence UUCUUUGUUUUUAAUUCACAG. The protein sequence of the target gene is MAAGAAAALAFLNQESRARAGGVGGLRVPAPVTMDSFFFGCELSGHTRSFTFKVEEEDDTEHVLALNMLCLTEGATDECNVVEVVARDHDNQEIAVPVANLRLSCQPMLSVDDFQLQPPVTFRLKSGSGPVRITGRHQIVCINNDLSEEESDDESEEDEIKLCGILPAKKHRGRP. Result: 0 (no interaction). (4) Result: 0 (no interaction). The miRNA is mmu-miR-296-5p with sequence AGGGCCCCCCCUCAAUCCUGU. The protein sequence of the target gene is MIIQRVVLNSRPGKNGNPVAENFRVEEFSLPDALNEGQVQVRTLYLSVDPYMRCKMNEDTGTDYLAPWQLAQVADGGGIGVVEESKHQKLTKGDFVTSFYWPWQTKAILDGNGLEKVDPQLVDGHLSYFLGAIGMPGLTSLIGVQEKGHISAGSNQTMVVSGAAGACGSLAGQIGHLLGCSRVVGICGTQEKCLFLTSELGFDAAVNYKTGNVAEQLREACPGGVDVYFDNVGGDISNAVISQMNENSHIILCGQISQYSNDVPYPPPLPPAVEAIRKERNITRERFTVLNYKDKFEPGI.... (5) The miRNA is hsa-miR-33b-5p with sequence GUGCAUUGCUGUUGCAUUGC. The protein sequence of the target gene is MLPARVRLLTPHLLLVLVQLSPAGGHRTTGPRFLISDRDPPCNPHCPRTQPKPICASDGRSYESMCEYQRAKCRDPALAVVHRGRCKDAGQSKCRLERAQALEQAKKPQEAVFVPECGEDGSFTQVQCHTYTGYCWCVTPDGKPISGSSVQNKTPVCSGPVTDKPLSQGNSGRKVSFRFFLTLNSDDGSKPTPTMETQPVFDGDEITAPTLWIKHLVIKDSKLNNTNVRNSEKVHSCDQERQSALEEARQNPREGIVIPECAPGGLYKPVQCHQSTGYCWCVLVDTGRPLPGTSTRYVMP.... Result: 0 (no interaction). (6) Result: 0 (no interaction). The miRNA is hsa-miR-652-3p with sequence AAUGGCGCCACUAGGGUUGUG. The protein sequence of the target gene is MGQTGKKSEKGPVCWRKRVKSEYMRLRQLKRFRRADEVKTMFSSNRQKILERTETLNQEWKQRRIQPVHIMTSVSSLRGTRECSVTSDLDFPAQVIPLKTLNAVASVPIMYSWSPLQQNFMVEDETVLHNIPYMGDEVLDQDGTFIEELIKNYDGKVHGDRECGFINDEIFVELVNALGQYNDDDDDDDGDDPDEREEKQKDLEDNRDDKETCPPRKFPADKIFEAISSMFPDKGTAEELKEKYKELTEQQLPGALPPECTPNIDGPNAKSVQREQSLHSFHTLFCRRCFKYDCFLHPFH....